The task is: Predict the reactants needed to synthesize the given product.. This data is from Full USPTO retrosynthesis dataset with 1.9M reactions from patents (1976-2016). (1) Given the product [Br:12][C:13]1[CH:18]=[CH:17][C:16]([NH:19][C:20]2[O:11][C:3]3[C:4]([CH:8]([CH3:9])[CH3:10])=[CH:5][CH:6]=[CH:7][C:2]=3[N:1]=2)=[CH:15][CH:14]=1, predict the reactants needed to synthesize it. The reactants are: [NH2:1][C:2]1[CH:7]=[CH:6][CH:5]=[C:4]([CH:8]([CH3:10])[CH3:9])[C:3]=1[OH:11].[Br:12][C:13]1[CH:18]=[CH:17][C:16]([N:19]=[C:20]=S)=[CH:15][CH:14]=1.C(N(CC)CC)C.C(OCC)(=O)C. (2) Given the product [Cl:9][C:10]1[CH:15]=[CH:14][C:13]([CH:7]([C:2]2[CH:3]=[N:4][CH:5]=[CH:6][N:1]=2)[NH2:8])=[CH:12][CH:11]=1, predict the reactants needed to synthesize it. The reactants are: [N:1]1[CH:6]=[CH:5][N:4]=[CH:3][C:2]=1[C:7]#[N:8].[Cl:9][C:10]1[CH:15]=[CH:14][C:13]([Mg]Br)=[CH:12][CH:11]=1.[BH4-].[Na+].CC(O)(C)C. (3) Given the product [Cl:13][C:7]1[C:8]([O:10][CH2:11][CH3:12])=[CH:9][C:4]([C:3]([OH:2])=[O:15])=[CH:5][C:6]=1[N:14]1[CH2:22][CH2:21][S:18](=[O:20])(=[O:19])[CH2:16][CH2:17]1, predict the reactants needed to synthesize it. The reactants are: C[O:2][C:3](=[O:15])[C:4]1[CH:9]=[C:8]([O:10][CH2:11][CH3:12])[C:7]([Cl:13])=[C:6]([NH2:14])[CH:5]=1.[CH:16]([S:18]([CH:21]=[CH2:22])(=[O:20])=[O:19])=[CH2:17].O. (4) Given the product [CH:28]1[C:29]2[C:34](=[CH:33][CH:32]=[CH:31][CH:30]=2)[CH:35]=[C:26]([C:21]2[CH:20]=[C:19]([NH:18][C:14]3[C:15]4[CH2:16][CH2:17][NH:8][CH2:9][C:10]=4[N:11]=[CH:12][N:13]=3)[CH:24]=[CH:23][C:22]=2[CH3:25])[N:27]=1, predict the reactants needed to synthesize it. The reactants are: C([N:8]1[CH2:17][CH2:16][C:15]2[C:14]([NH:18][C:19]3[CH:24]=[CH:23][C:22]([CH3:25])=[C:21]([C:26]4[N:27]=[CH:28][C:29]5[C:34]([CH:35]=4)=[CH:33][CH:32]=[CH:31][CH:30]=5)[CH:20]=3)=[N:13][CH:12]=[N:11][C:10]=2[CH2:9]1)C1C=CC=CC=1.CCN(C(C)C)C(C)C.C(Cl)(=O)OC(Cl)C.